From a dataset of Catalyst prediction with 721,799 reactions and 888 catalyst types from USPTO. Predict which catalyst facilitates the given reaction. (1) Reactant: [C:1]([N:20]1[CH2:24][C@@H:23]2[C@H:25]([NH2:28])[CH2:26][CH2:27][C@@H:22]2[CH2:21]1)([C:14]1[CH:19]=[CH:18][CH:17]=[CH:16][CH:15]=1)([C:8]1[CH:13]=[CH:12][CH:11]=[CH:10][CH:9]=1)[C:2]1[CH:7]=[CH:6][CH:5]=[CH:4][CH:3]=1.C1([O:35][C:36](=O)[NH:37][C:38]2[CH:43]=[C:42]([C:44]3[N:48]([CH3:49])[N:47]=[N:46][N:45]=3)[CH:41]=[C:40]([CH2:50][CH3:51])[CH:39]=2)C=CC=CC=1.C(N(CC)CC)C.C(#N)C. Product: [CH2:50]([C:40]1[CH:39]=[C:38]([NH:37][C:36]([NH:28][CH:25]2[CH:23]3[CH:22]([CH2:21][N:20]([C:1]([C:14]4[CH:19]=[CH:18][CH:17]=[CH:16][CH:15]=4)([C:2]4[CH:7]=[CH:6][CH:5]=[CH:4][CH:3]=4)[C:8]4[CH:13]=[CH:12][CH:11]=[CH:10][CH:9]=4)[CH2:24]3)[CH2:27][CH2:26]2)=[O:35])[CH:43]=[C:42]([C:44]2[N:48]([CH3:49])[N:47]=[N:46][N:45]=2)[CH:41]=1)[CH3:51]. The catalyst class is: 9. (2) Reactant: [H-].[Na+].NC1C=CC=CC=1.[CH3:10][C:11]1[CH2:15][C:14]([CH3:16])=[C:13]([CH3:17])[C:12]=1[CH3:18].Cl[Si:20]([C:41]1[CH:46]=[CH:45][C:44]([CH2:47][CH2:48][CH2:49][CH3:50])=[CH:43][CH:42]=1)([C:31]1[CH:36]=[CH:35][C:34]([CH2:37][CH2:38][CH2:39][CH3:40])=[CH:33][CH:32]=1)[C:21]1[CH:26]=[CH:25][C:24]([CH2:27][CH2:28][CH2:29][CH3:30])=[CH:23][CH:22]=1.C(=O)([O-])O.[Na+].C(=O)([O-])[O-].[Na+].[Na+]. Product: [CH2:27]([C:24]1[CH:25]=[CH:26][C:21]([Si:20]([C:31]2[CH:36]=[CH:35][C:34]([CH2:37][CH2:38][CH2:39][CH3:40])=[CH:33][CH:32]=2)([C:41]2[CH:46]=[CH:45][C:44]([CH2:47][CH2:48][CH2:49][CH3:50])=[CH:43][CH:42]=2)[C:15]2[CH:14]([CH3:16])[C:13]([CH3:17])=[C:12]([CH3:18])[C:11]=2[CH3:10])=[CH:22][CH:23]=1)[CH2:28][CH2:29][CH3:30]. The catalyst class is: 207. (3) Reactant: [CH3:1][O:2][C:3](=[O:21])[C:4]1[CH:9]=[C:8]([C:10](=[O:12])[CH3:11])[C:7]([C:13]([F:16])([F:15])[F:14])=[CH:6][C:5]=1[NH:17]C(=O)C.O.S(=O)(=O)(O)O. Product: [CH3:1][O:2][C:3](=[O:21])[C:4]1[CH:9]=[C:8]([C:10](=[O:12])[CH3:11])[C:7]([C:13]([F:14])([F:16])[F:15])=[CH:6][C:5]=1[NH2:17]. The catalyst class is: 191. (4) Reactant: [CH2:1]([N:3]1[C:11]2[C:6](=[CH:7][CH:8]=[C:9]([O:12][CH3:13])[CH:10]=2)[C:5]([C:14](=O)[CH3:15])=[CH:4]1)[CH3:2].C(N1C2C(=CC=C(OC)C=2)C=C1)C.Cl.[NH2:31][OH:32].CC([O-])=O.[Na+]. Product: [CH2:1]([N:3]1[C:11]2[C:6](=[CH:7][CH:8]=[C:9]([O:12][CH3:13])[CH:10]=2)[C:5]([C:14](=[N:31][OH:32])[CH3:15])=[CH:4]1)[CH3:2]. The catalyst class is: 14. (5) Reactant: [CH3:1][N:2]1[C:6]([CH2:7][O:8][C:9]2[CH:14]=[CH:13][CH:12]=[C:11]([C@H:15]([C:28]3[CH:33]=[CH:32][CH:31]=[CH:30][CH:29]=3)[NH:16][C:17]([O:19][C@@H:20]3[CH:25]4[CH2:26][CH2:27][N:22]([CH2:23][CH2:24]4)[CH2:21]3)=[O:18])[CH:10]=2)=[CH:5][C:4]([C:34](O)=[O:35])=[N:3]1.C(N(CC)CC)C.[CH2:44]([O:46][CH:47]([O:52][CH2:53][CH3:54])[CH2:48][CH2:49][CH2:50][NH2:51])[CH3:45].CCN=C=NCCCN(C)C.OC1C=CC=C[N+]=1[O-]. Product: [N:22]12[CH2:27][CH2:26][CH:25]([CH2:24][CH2:23]1)[C@@H:20]([O:19][C:17](=[O:18])[NH:16][C@H:15]([C:11]1[CH:12]=[CH:13][CH:14]=[C:9]([O:8][CH2:7][C:6]3[N:2]([CH3:1])[N:3]=[C:4]([C:34](=[O:35])[NH:51][CH2:50][CH2:49][CH2:48][CH:47]([O:46][CH2:44][CH3:45])[O:52][CH2:53][CH3:54])[CH:5]=3)[CH:10]=1)[C:28]1[CH:29]=[CH:30][CH:31]=[CH:32][CH:33]=1)[CH2:21]2. The catalyst class is: 39.